Dataset: Forward reaction prediction with 1.9M reactions from USPTO patents (1976-2016). Task: Predict the product of the given reaction. (1) Given the reactants [Br:1][C:2]1[CH:7]=[CH:6][CH:5]=[C:4]([C:8]#[CH:9])[CH:3]=1.I[C:11]1[CH:12]=[C:13]2[C:18](=[CH:19][CH:20]=1)[CH2:17][CH2:16][CH2:15][CH2:14]2.Cl, predict the reaction product. The product is: [Br:1][C:2]1[CH:3]=[C:4]([C:8]#[C:9][C:11]2[CH:12]=[C:13]3[C:18](=[CH:19][CH:20]=2)[CH2:17][CH2:16][CH2:15][CH2:14]3)[CH:5]=[CH:6][CH:7]=1. (2) Given the reactants [F:1][C:2]([F:36])([F:35])[C@@H:3]([C:14]1[CH:19]=[CH:18][C:17]([N:20]2[CH2:33][CH2:32][C:22]3([CH2:31][CH2:30][C:25]4(OCC[O:26]4)[CH2:24][CH2:23]3)[C:21]2=[O:34])=[CH:16][CH:15]=1)[O:4][CH2:5][C:6]1[CH:11]=[CH:10][C:9]([O:12][CH3:13])=[CH:8][CH:7]=1.Cl, predict the reaction product. The product is: [F:36][C:2]([F:1])([F:35])[C@@H:3]([C:14]1[CH:15]=[CH:16][C:17]([N:20]2[CH2:33][CH2:32][C:22]3([CH2:31][CH2:30][C:25](=[O:26])[CH2:24][CH2:23]3)[C:21]2=[O:34])=[CH:18][CH:19]=1)[O:4][CH2:5][C:6]1[CH:7]=[CH:8][C:9]([O:12][CH3:13])=[CH:10][CH:11]=1. (3) Given the reactants [C:1]([O:4][CH2:5][CH2:6][N:7]1[CH2:12][CH2:11][N:10]([S:13]([C:16]2[CH:17]=[CH:18][C:19]([O:37][CH2:38][CH2:39][CH3:40])=[C:20]([C:22]3[NH:23][C:24](=[O:36])[C:25]4[N:30]([CH2:31][CH3:32])[CH:29]=[C:28]([CH2:33][CH2:34][CH3:35])[C:26]=4[N:27]=3)[CH:21]=2)(=[O:15])=[O:14])[CH2:9][CH2:8]1)(=[O:3])[CH3:2].[OH:41][S:42]([OH:45])(=[O:44])=[O:43], predict the reaction product. The product is: [S:42]([OH:45])([OH:44])(=[O:43])=[O:41].[C:1]([O:4][CH2:5][CH2:6][N:7]1[CH2:12][CH2:11][N:10]([S:13]([C:16]2[CH:17]=[CH:18][C:19]([O:37][CH2:38][CH2:39][CH3:40])=[C:20]([C:22]3[NH:23][C:24](=[O:36])[C:25]4[N:30]([CH2:31][CH3:32])[CH:29]=[C:28]([CH2:33][CH2:34][CH3:35])[C:26]=4[N:27]=3)[CH:21]=2)(=[O:15])=[O:14])[CH2:9][CH2:8]1)(=[O:3])[CH3:2]. (4) Given the reactants Br[C:2]1[S:27][C:5]2=[N:6][C:7]([CH3:26])=[C:8]([C:21]([O:23][CH2:24][CH3:25])=[O:22])[C:9]([NH:10][S:11]([C:14]3[CH:19]=[CH:18][CH:17]=[C:16]([Cl:20])[CH:15]=3)(=[O:13])=[O:12])=[C:4]2[CH:3]=1.O(C([N:35]1[CH:39]=[C:38](B(O)O)[CH:37]=[N:36]1)=O)C(C)(C)C.C(=O)([O-])[O-].[K+].[K+], predict the reaction product. The product is: [Cl:20][C:16]1[CH:15]=[C:14]([S:11]([NH:10][C:9]2[C:8]([C:21]([O:23][CH2:24][CH3:25])=[O:22])=[C:7]([CH3:26])[N:6]=[C:5]3[S:27][C:2]([C:38]4[CH:39]=[N:35][NH:36][CH:37]=4)=[CH:3][C:4]=23)(=[O:13])=[O:12])[CH:19]=[CH:18][CH:17]=1. (5) Given the reactants [C:1](Cl)(=[O:8])[C:2]1[CH:7]=[CH:6][CH:5]=[CH:4][CH:3]=1.[Cl:10][C:11]1[CH:12]=[CH:13][C:14]([O:33][CH2:34][C:35]2[CH:40]=[CH:39][C:38]([F:41])=[CH:37][C:36]=2[F:42])=[C:15]([C:17]2[N:18]([C:23]3[CH:24]=[C:25]([S:29]([NH2:32])(=[O:31])=[O:30])[CH:26]=[CH:27][CH:28]=3)[C:19]([CH3:22])=[CH:20][CH:21]=2)[CH:16]=1.C(N(CC)CC)C, predict the reaction product. The product is: [Cl:10][C:11]1[CH:12]=[CH:13][C:14]([O:33][CH2:34][C:35]2[CH:40]=[CH:39][C:38]([F:41])=[CH:37][C:36]=2[F:42])=[C:15]([C:17]2[N:18]([C:23]3[CH:24]=[C:25]([S:29]([NH:32][C:1]([C:2]4[CH:7]=[CH:6][CH:5]=[CH:4][CH:3]=4)=[O:8])(=[O:31])=[O:30])[CH:26]=[CH:27][CH:28]=3)[C:19]([CH3:22])=[CH:20][CH:21]=2)[CH:16]=1. (6) The product is: [Cl:26][C:23]1[CH:24]=[CH:25][C:20]([CH:19]([C:27]2[C:28]([Cl:33])=[N:29][CH:30]=[CH:31][CH:32]=2)[O:18][CH:16]2[CH2:17][NH:14][CH2:15]2)=[CH:21][CH:22]=1. Given the reactants C([N:14]1[CH2:17][CH:16]([O:18][CH:19]([C:27]2[C:28]([Cl:33])=[N:29][CH:30]=[CH:31][CH:32]=2)[C:20]2[CH:25]=[CH:24][C:23]([Cl:26])=[CH:22][CH:21]=2)[CH2:15]1)(C1C=CC=CC=1)C1C=CC=CC=1.ClC1C=C(Cl)C=CC=1C(OC1CNC1)C1C=CC(Cl)=CC=1, predict the reaction product. (7) Given the reactants [Cl:1][C:2]1[CH:3]=[C:4]([C:8]([NH:10][C:11]2[CH:16]=[CH:15][C:14](B3OC(C)(C)C(C)(C)O3)=[CH:13][C:12]=2[O:26][CH3:27])=[O:9])[N:5]([CH3:7])[CH:6]=1.Br[C:29]1[N:30]=[C:31]([C@H:39]2[CH2:44][CH2:43][C@H:42]([N:45]3[CH2:50][CH2:49][N:48]([CH3:51])[CH2:47][CH2:46]3)[CH2:41][CH2:40]2)[N:32]2[CH:37]=[CH:36][N:35]=[C:34]([CH3:38])[C:33]=12, predict the reaction product. The product is: [Cl:1][C:2]1[CH:3]=[C:4]([C:8]([NH:10][C:11]2[CH:16]=[CH:15][C:14]([C:29]3[N:30]=[C:31]([C@H:39]4[CH2:40][CH2:41][C@H:42]([N:45]5[CH2:46][CH2:47][N:48]([CH3:51])[CH2:49][CH2:50]5)[CH2:43][CH2:44]4)[N:32]4[CH:37]=[CH:36][N:35]=[C:34]([CH3:38])[C:33]=34)=[CH:13][C:12]=2[O:26][CH3:27])=[O:9])[N:5]([CH3:7])[CH:6]=1. (8) Given the reactants C([O:8][C:9]1[CH:10]=[C:11]([NH:18][C:19](=[O:25])[O:20][C:21]([CH3:24])([CH3:23])[CH3:22])[C:12]2[N:13]([N:15]=[CH:16][CH:17]=2)[CH:14]=1)C1C=CC=CC=1, predict the reaction product. The product is: [OH:8][C:9]1[CH:10]=[C:11]([NH:18][C:19](=[O:25])[O:20][C:21]([CH3:23])([CH3:22])[CH3:24])[C:12]2[N:13]([N:15]=[CH:16][CH:17]=2)[CH:14]=1.